The task is: Predict the reaction yield, written as a fraction of the theoretical maximum amount of product (1.0 means a 100% yield; for example, 0.34 means a 34% yield).. This data is from Reaction yield outcomes from USPTO patents with 853,638 reactions. (1) The reactants are C(O[C:4](=O)[C:5]([C:10]1[CH:28]=[CH:27][C:13]2[N:14]=[C:15]([NH:18][C:19]3[C:24]([Cl:25])=[CH:23][CH:22]=[CH:21][C:20]=3[Cl:26])[N:16]([CH3:17])[C:12]=2[C:11]=1[C:29]#[N:30])(C)[C:6](=O)[CH3:7])C.O.S(=O)(=O)(O)[OH:34]. The catalyst is C(O)(=O)C. The product is [Cl:25][C:24]1[CH:23]=[CH:22][CH:21]=[C:20]([Cl:26])[C:19]=1[NH:18][C:15]1[N:16]([CH3:17])[C:12]2[C:11]3[C:29](=[O:34])[NH:30][C:6]([CH3:7])=[C:5]([CH3:4])[C:10]=3[CH:28]=[CH:27][C:13]=2[N:14]=1. The yield is 0.460. (2) The reactants are [CH2:1]([CH:3]([CH2:8][CH3:9])[CH2:4][C:5]([OH:7])=O)[CH3:2].S(Cl)(Cl)=O.[CH3:14][C:15]1[CH:20]=[C:19]([N:21]2[CH2:26][CH2:25][O:24][CH2:23][CH2:22]2)[CH:18]=[C:17]([CH3:27])[C:16]=1[NH2:28].C(=O)(O)[O-].[Na+].[Cl-].[Na+].O.O. The catalyst is C(#N)C. The product is [CH3:14][C:15]1[CH:20]=[C:19]([N:21]2[CH2:26][CH2:25][O:24][CH2:23][CH2:22]2)[CH:18]=[C:17]([CH3:27])[C:16]=1[NH:28][C:5](=[O:7])[CH2:4][CH:3]([CH2:1][CH3:2])[CH2:8][CH3:9]. The yield is 0.300. (3) The reactants are [F:1][C:2]1[C:7]([C@@H:8]2[C@@H:12]([C:13]3[CH:18]=[CH:17][CH:16]=[C:15]([F:19])[CH:14]=3)[O:11][C:10](=[O:20])[NH:9]2)=[CH:6][C:5]([C:21]#[C:22][Si](C)(C)C)=[CH:4][N:3]=1.C(=O)([O-])[O-].[K+].[K+]. The catalyst is CO. The product is [C:21]([C:5]1[CH:6]=[C:7]([C@@H:8]2[C@@H:12]([C:13]3[CH:18]=[CH:17][CH:16]=[C:15]([F:19])[CH:14]=3)[O:11][C:10](=[O:20])[NH:9]2)[C:2]([F:1])=[N:3][CH:4]=1)#[CH:22]. The yield is 0.870. (4) The reactants are [CH3:1]C(C)([O-])C.[K+].[Br:7][C:8]1[CH:20]=[C:19]([Cl:21])[CH:18]=[CH:17][C:9]=1[O:10][CH:11]1[CH2:15][CH2:14][CH2:13][C:12]1=O. The catalyst is [Br-].C[P+](C1C=CC=CC=1)(C1C=CC=CC=1)C1C=CC=CC=1.O1CCCC1. The product is [Br:7][C:8]1[CH:20]=[C:19]([Cl:21])[CH:18]=[CH:17][C:9]=1[O:10][CH:11]1[CH2:15][CH2:14][CH2:13][C:12]1=[CH2:1]. The yield is 0.582. (5) The reactants are C(OC(=O)[NH:7][CH:8]1[CH2:13][CH2:12][CH2:11][CH:10]([NH:14][C:15]([C:17]2[C:25]3[C:20](=[N:21][CH:22]=[C:23]([C:26]4[C:34]5[C:29](=[CH:30][C:31]([Cl:35])=[CH:32][CH:33]=5)[N:28]([CH3:36])[N:27]=4)[N:24]=3)[NH:19][CH:18]=2)=[O:16])[CH2:9]1)(C)(C)C.C(O)(C(F)(F)F)=O.C1CCCCC1. The catalyst is ClCCl.CO. The product is [NH2:7][CH:8]1[CH2:13][CH2:12][CH2:11][CH:10]([NH:14][C:15]([C:17]2[C:25]3[C:20](=[N:21][CH:22]=[C:23]([C:26]4[C:34]5[C:29](=[CH:30][C:31]([Cl:35])=[CH:32][CH:33]=5)[N:28]([CH3:36])[N:27]=4)[N:24]=3)[NH:19][CH:18]=2)=[O:16])[CH2:9]1. The yield is 0.337. (6) The reactants are [C:1]1([CH:7]([C:14]2[CH:19]=[CH:18][CH:17]=[CH:16][CH:15]=2)[N:8]2[CH2:13][CH2:12][NH:11][CH2:10][CH2:9]2)[CH:6]=[CH:5][CH:4]=[CH:3][CH:2]=1.[C:20]1([C:26]2[O:30][N:29]=[CH:28][C:27]=2[CH2:31][CH2:32][C:33](O)=[O:34])[CH:25]=[CH:24][CH:23]=[CH:22][CH:21]=1.O.ON1C2C=CC=CC=2N=N1.Cl.C(N=C=NCCCN(C)C)C. The catalyst is O.CN(C)C=O. The product is [C:14]1([CH:7]([C:1]2[CH:2]=[CH:3][CH:4]=[CH:5][CH:6]=2)[N:8]2[CH2:9][CH2:10][N:11]([C:33](=[O:34])[CH2:32][CH2:31][C:27]3[CH:28]=[N:29][O:30][C:26]=3[C:20]3[CH:21]=[CH:22][CH:23]=[CH:24][CH:25]=3)[CH2:12][CH2:13]2)[CH:19]=[CH:18][CH:17]=[CH:16][CH:15]=1. The yield is 0.930. (7) The reactants are [C:1]1([C:6]2[NH:7][C:8]3[CH:9]=[CH:10][CH:11]=[C:12]([OH:15])[C:13]=3[CH:14]=2)[CH2:5][CH2:4][CH2:3][CH:2]=1.C(=O)([O-])[O-].[Cs+].[Cs+].Cl.Cl[CH2:24][CH2:25][N:26]1[CH2:31][CH2:30][O:29][CH2:28][CH2:27]1.[Na+].[I-]. The catalyst is CC#N. The product is [C:1]1([C:6]2[NH:7][C:8]3[C:13]([CH:14]=2)=[C:12]([O:15][CH2:24][CH2:25][N:26]2[CH2:31][CH2:30][O:29][CH2:28][CH2:27]2)[CH:11]=[CH:10][CH:9]=3)[CH2:5][CH2:4][CH2:3][CH:2]=1. The yield is 0.520. (8) The reactants are [CH:1]([N:4]([C:8]1[CH:13]=[CH:12][CH:11]=[CH:10][CH:9]=1)[CH2:5][CH2:6]O)([CH3:3])[CH3:2].O=S(Cl)[Cl:16]. The catalyst is C(Cl)Cl. The product is [Cl:16][CH2:6][CH2:5][N:4]([CH:1]([CH3:3])[CH3:2])[C:8]1[CH:13]=[CH:12][CH:11]=[CH:10][CH:9]=1. The yield is 0.318. (9) The reactants are [Br:1][C:2]1[CH:3]=[C:4]([O:19][C:20]2[CH:25]=[CH:24][CH:23]=[CH:22][CH:21]=2)[C:5]([NH:8][C:9]2[S:10][CH:11]=[C:12]([CH2:14][CH2:15][C:16]([OH:18])=O)[N:13]=2)=[N:6][CH:7]=1.C1C=CC2N(O)N=[N:32][C:30]=2C=1.O.CCN(C(C)C)C(C)C.CCN=C=NCCCN(C)C.CN. The catalyst is C(#N)C. The product is [Br:1][C:2]1[CH:3]=[C:4]([O:19][C:20]2[CH:25]=[CH:24][CH:23]=[CH:22][CH:21]=2)[C:5]([NH:8][C:9]2[S:10][CH:11]=[C:12]([CH2:14][CH2:15][C:16]([NH:32][CH3:30])=[O:18])[N:13]=2)=[N:6][CH:7]=1. The yield is 0.698. (10) The reactants are Br[C:2]1[CH:3]=[C:4]2[C:24]([C:25]([CH3:28])([CH3:27])[CH:26]=1)=[C:23]1[C:6]([CH:7]=[C:8]3[C:21](=[CH:22]1)[C:20]1[CH:19]=[CH:18][CH:17]=[CH:16][C:15]=1[C:14]1[CH:13]=[CH:12][CH:11]=[CH:10][C:9]3=1)=[CH:5]2.[CH:29]1[C:37]2[C:36]3[CH:38]=[CH:39][CH:40]=[CH:41][C:35]=3[O:34][C:33]=2[C:32]([C:42]2[CH:43]=[C:44]([CH:65]=[CH:66][CH:67]=2)[NH:45][C:46]2[CH:51]=[CH:50][C:49]([C:52]3[C:57]4[O:58][C:59]5[CH:64]=[CH:63][CH:62]=[CH:61][C:60]=5[C:56]=4[CH:55]=[CH:54][CH:53]=3)=[CH:48][CH:47]=2)=[CH:31][CH:30]=1.CC(C)([O-])C.[Na+]. The catalyst is C([O-])(=O)C.[Pd+2].C([O-])(=O)C.C1(P(C2CCCCC2)C2C=CC=CC=2C2C=CC=CC=2)CCCCC1.CC1C=CC=CC=1C. The product is [CH:29]1[C:37]2[C:36]3[CH:38]=[CH:39][CH:40]=[CH:41][C:35]=3[O:34][C:33]=2[C:32]([C:42]2[CH:43]=[C:44]([N:45]([C:46]3[CH:47]=[CH:48][C:49]([C:52]4[C:57]5[O:58][C:59]6[CH:64]=[CH:63][CH:62]=[CH:61][C:60]=6[C:56]=5[CH:55]=[CH:54][CH:53]=4)=[CH:50][CH:51]=3)[C:2]3[CH:3]=[C:4]4[C:24]([C:25]([CH3:28])([CH3:27])[CH:26]=3)=[C:23]3[C:6]([CH:7]=[C:8]5[C:21](=[CH:22]3)[C:20]3[CH:19]=[CH:18][CH:17]=[CH:16][C:15]=3[C:14]3[CH:13]=[CH:12][CH:11]=[CH:10][C:9]5=3)=[CH:5]4)[CH:65]=[CH:66][CH:67]=2)=[CH:31][CH:30]=1. The yield is 0.470.